Dataset: Catalyst prediction with 721,799 reactions and 888 catalyst types from USPTO. Task: Predict which catalyst facilitates the given reaction. (1) Reactant: [CH3:1][O:2][C:3]1[CH:12]=[CH:11][C:6]2[N:7]=[C:8]([NH2:10])[S:9][C:5]=2[CH:4]=1.[Cl:13][C:14]1[CH:22]=[CH:21][C:17]([C:18](Cl)=[O:19])=[CH:16][CH:15]=1.N1C=CC=CC=1. Product: [Cl:13][C:14]1[CH:22]=[CH:21][C:17]([C:18]([NH:10][C:8]2[S:9][C:5]3[CH:4]=[C:3]([O:2][CH3:1])[CH:12]=[CH:11][C:6]=3[N:7]=2)=[O:19])=[CH:16][CH:15]=1. The catalyst class is: 8. (2) Reactant: [NH2:1][C@:2]1([C:15]#[N:16])[CH2:6][CH2:5][C@@H:4]([C:7]2[CH:12]=[CH:11][C:10]([O:13][CH3:14])=[CH:9][CH:8]=2)[CH2:3]1.N[C@@]1(C#N)CC[C@@H](C2C=CC(OC)=CC=2)C1.[C:33]([OH:42])(=[O:41])[C@@H:34]([C@H:36]([C:38]([OH:40])=[O:39])[OH:37])[OH:35]. Product: [OH:37][C@H:36]([C@@H:34]([OH:35])[C:33]([OH:42])=[O:41])[C:38]([OH:40])=[O:39].[NH2:1][C@:2]1([C:15]#[N:16])[CH2:6][CH2:5][C@@H:4]([C:7]2[CH:12]=[CH:11][C:10]([O:13][CH3:14])=[CH:9][CH:8]=2)[CH2:3]1. The catalyst class is: 5. (3) Reactant: [C:1]([C:3]([C:6]1[CH:7]=[C:8]([C:12]([NH:14][C:15]2[CH:16]=[C:17]([CH:38]=[CH:39][CH:40]=2)[O:18][C:19]2[CH:33]=[CH:32][C:22]3[N:23]=[C:24]([NH:26][C:27]([CH:29]4[CH2:31][CH2:30]4)=[O:28])[S:25][C:21]=3[C:20]=2[C:34](OC)=[O:35])=[O:13])[CH:9]=[CH:10][CH:11]=1)([CH3:5])[CH3:4])#[N:2].C(N(CC)CC)C.ClC(OCC(C)C)=O.[BH4-].[Na+]. Product: [C:1]([C:3]([C:6]1[CH:7]=[C:8]([CH:9]=[CH:10][CH:11]=1)[C:12]([NH:14][C:15]1[CH:40]=[CH:39][CH:38]=[C:17]([O:18][C:19]2[CH:33]=[CH:32][C:22]3[N:23]=[C:24]([NH:26][C:27]([CH:29]4[CH2:31][CH2:30]4)=[O:28])[S:25][C:21]=3[C:20]=2[CH2:34][OH:35])[CH:16]=1)=[O:13])([CH3:5])[CH3:4])#[N:2]. The catalyst class is: 83. (4) Reactant: [Cl:1][C:2]1[CH:7]=[CH:6][CH:5]=[CH:4][C:3]=1[CH:8]=[CH:9][CH2:10][C:11]1([CH2:19][C:20]#[C:21][C:22](=[O:24])[CH3:23])[CH2:16][O:15][C:14]([CH3:18])([CH3:17])[O:13][CH2:12]1.CCOC(C)=O.CCCCCC. Product: [Cl:1][C:2]1[CH:7]=[CH:6][CH:5]=[C:4]2[C:3]=1[CH:8]=[C:9]1[CH2:10][C:11]3([CH2:12][O:13][C:14]([CH3:18])([CH3:17])[O:15][CH2:16]3)[CH2:19][C:20]1=[C:21]2[C:22](=[O:24])[CH3:23]. The catalyst class is: 262. (5) Reactant: [CH2:1]([O:3][C@H:4]1[CH2:9][CH2:8][C@H:7]([NH:10]C(=O)OC(C)(C)C)[CH2:6][CH2:5]1)[CH3:2]. Product: [CH2:1]([O:3][C@H:4]1[CH2:9][CH2:8][C@H:7]([NH2:10])[CH2:6][CH2:5]1)[CH3:2]. The catalyst class is: 89. (6) Reactant: [CH:1]1([CH2:4][NH:5][C:6]2[C:11]([N+:12]([O-])=O)=[CH:10][C:9]([N+:15]([O-:17])=[O:16])=[CH:8][N:7]=2)[CH2:3][CH2:2]1. Product: [CH:1]1([CH2:4][NH:5][C:6]2[C:11]([NH2:12])=[CH:10][C:9]([N+:15]([O-:17])=[O:16])=[CH:8][N:7]=2)[CH2:2][CH2:3]1. The catalyst class is: 99. (7) Reactant: [Si]([O:8][C@H:9]([C:43]1[CH:44]=[CH:45][C:46]([OH:54])=[C:47]([NH:49][S:50]([CH3:53])(=[O:52])=[O:51])[CH:48]=1)[CH2:10][NH:11][CH2:12][CH2:13][CH2:14][CH2:15][CH2:16][CH2:17][CH2:18][CH2:19][C:20]1[CH:25]=[CH:24][C:23]([OH:26])=[C:22]([C@@H:27]([C:37]2[CH:42]=[CH:41][CH:40]=[CH:39][CH:38]=2)[CH2:28][CH2:29][N:30]([CH:34]([CH3:36])[CH3:35])[CH:31]([CH3:33])[CH3:32])[CH:21]=1)(C(C)(C)C)(C)C.CCN(CC)CC.F.F.F. Product: [NH3:11].[CH:34]([N:30]([CH:31]([CH3:33])[CH3:32])[CH2:29][CH2:28][C@@H:27]([C:22]1[CH:21]=[C:20]([CH2:19][CH2:18][CH2:17][CH2:16][CH2:15][CH2:14][CH2:13][CH2:12][NH:11][CH2:10][C@@H:9]([C:43]2[CH:44]=[CH:45][C:46]([OH:54])=[C:47]([NH:49][S:50]([CH3:53])(=[O:52])=[O:51])[CH:48]=2)[OH:8])[CH:25]=[CH:24][C:23]=1[OH:26])[C:37]1[CH:38]=[CH:39][CH:40]=[CH:41][CH:42]=1)([CH3:36])[CH3:35]. The catalyst class is: 7.